The task is: Predict which catalyst facilitates the given reaction.. This data is from Catalyst prediction with 721,799 reactions and 888 catalyst types from USPTO. (1) Reactant: [F:1][C:2]([F:14])([F:13])[C:3](=O)[CH2:4][C:5]([C:7]1[O:8][CH:9]=[CH:10][CH:11]=1)=O.Cl.Cl.Cl.[CH2:18]([NH:25][NH2:26])[C:19]1[CH:24]=[CH:23][CH:22]=[CH:21][CH:20]=1.C([O-])(O)=O.[Na+]. Product: [CH2:18]([N:25]1[C:5]([C:7]2[O:8][CH:9]=[CH:10][CH:11]=2)=[CH:4][C:3]([C:2]([F:14])([F:13])[F:1])=[N:26]1)[C:19]1[CH:24]=[CH:23][CH:22]=[CH:21][CH:20]=1. The catalyst class is: 8. (2) Reactant: [F:1][CH:2]([F:36])[C:3]1[CH:8]=[CH:7][N:6]=[C:5]([NH:9][C:10]2[N:15]=[C:14]([C:16]3[CH:17]=[N:18][C:19]([CH2:22][C@H:23]([C@H:25]4[CH2:30][CH2:29][C@H:28]([C:31]([O:33]C)=[O:32])[CH2:27][CH2:26]4)[OH:24])=[CH:20][CH:21]=3)[CH:13]=[C:12]([CH3:35])[CH:11]=2)[CH:4]=1.[OH-].[Na+].Cl. Product: [F:36][CH:2]([F:1])[C:3]1[CH:8]=[CH:7][N:6]=[C:5]([NH:9][C:10]2[N:15]=[C:14]([C:16]3[CH:17]=[N:18][C:19]([CH2:22][C@H:23]([C@H:25]4[CH2:30][CH2:29][C@H:28]([C:31]([OH:33])=[O:32])[CH2:27][CH2:26]4)[OH:24])=[CH:20][CH:21]=3)[CH:13]=[C:12]([CH3:35])[CH:11]=2)[CH:4]=1. The catalyst class is: 125. (3) Reactant: Br[C:2]1[CH:48]=[CH:47][C:5]2[CH2:6][CH2:7][CH2:8][CH2:9][CH2:10][CH2:11][CH2:12][O:13][C:14](=[O:46])[NH:15][C@@H:16]([C:42]([CH3:45])([CH3:44])[CH3:43])[C:17](=[O:41])[N:18]3[CH2:23][C@H:21]([O:22][C:4]=2[CH:3]=1)[CH2:20][C@H:19]3[C:24]([NH:26][C@:27]1([C:32]([NH:34][S:35]([CH:38]2[CH2:40][CH2:39]2)(=[O:37])=[O:36])=[O:33])[CH2:29][C@H:28]1[CH2:30][CH3:31])=[O:25].[C:49]1(B(O)O)[CH:54]=[CH:53][CH:52]=[CH:51][CH:50]=1.C([O-])([O-])=O.[Cs+].[Cs+].C1(P(C2CCCCC2)C2CCCCC2)CCCCC1. Product: [C:42]([C@@H:16]1[NH:15][C:14](=[O:46])[O:13][CH2:12][CH2:11][CH2:10][CH2:9][CH2:8][CH2:7][CH2:6][C:5]2[CH:47]=[CH:48][C:2]([C:49]3[CH:54]=[CH:53][CH:52]=[CH:51][CH:50]=3)=[CH:3][C:4]=2[O:22][C@H:21]2[CH2:23][N:18]([C@H:19]([C:24]([NH:26][C@:27]3([C:32]([NH:34][S:35]([CH:38]4[CH2:39][CH2:40]4)(=[O:37])=[O:36])=[O:33])[CH2:29][C@H:28]3[CH2:30][CH3:31])=[O:25])[CH2:20]2)[C:17]1=[O:41])([CH3:45])([CH3:43])[CH3:44]. The catalyst class is: 12. (4) Reactant: C[N:2](/[CH:4]=[C:5](/[C:10](=O)[CH2:11][CH3:12])\[C:6]([O:8][CH3:9])=[O:7])C.[C:14]1([NH:20]N)[CH:19]=[CH:18][CH:17]=[CH:16][CH:15]=1. Product: [CH2:11]([C:10]1[N:20]([C:14]2[CH:19]=[CH:18][CH:17]=[CH:16][CH:15]=2)[N:2]=[CH:4][C:5]=1[C:6]([O:8][CH3:9])=[O:7])[CH3:12]. The catalyst class is: 8.